Dataset: Forward reaction prediction with 1.9M reactions from USPTO patents (1976-2016). Task: Predict the product of the given reaction. (1) The product is: [C:1]([N:8]1[C@@H:13]([CH2:14][CH2:15][C:16]2[CH:21]=[CH:20][CH:19]=[CH:18][CH:17]=2)[CH2:12][CH2:11][CH2:10][C@@H:9]1[CH3:22])([O:3][C:4]([CH3:7])([CH3:6])[CH3:5])=[O:2]. Given the reactants [C:1]([N:8]1[C@@H:13]([CH:14]=[CH:15][C:16]2[CH:21]=[CH:20][CH:19]=[CH:18][CH:17]=2)[CH2:12][CH2:11][CH2:10][C@@H:9]1[CH3:22])([O:3][C:4]([CH3:7])([CH3:6])[CH3:5])=[O:2], predict the reaction product. (2) Given the reactants [CH3:1][Si:2]([CH3:9])([CH3:8])N[Si:2]([CH3:9])([CH3:8])[CH3:1].C([Li])CCC.[Cl:15][C:16]1[CH:17]=[C:18]([CH:21]=[CH:22][CH:23]=1)[CH:19]=O.C[Si](Cl)(C)C.[CH2:29]([N:31](CC)CC)[CH3:30].C(Cl)(=[O:38])C, predict the reaction product. The product is: [Cl:15][C:16]1[CH:17]=[C:18]([CH:19]=[N:31][C:29]([O:38][Si:2]([CH3:9])([CH3:8])[CH3:1])=[CH2:30])[CH:21]=[CH:22][CH:23]=1. (3) Given the reactants [CH2:1]([C:4]1[CH:9]=[C:8]([CH3:10])[CH:7]=[C:6]([N+:11]([O-:13])=[O:12])[C:5]=1[OH:14])[CH:2]=[CH2:3].C1C=C(Cl)C=C(C(OO)=[O:23])C=1.OS([O-])=O.[Na+], predict the reaction product. The product is: [CH3:10][C:8]1[CH:7]=[C:6]([N+:11]([O-:13])=[O:12])[C:5]2[O:14][CH:2]([CH2:3][OH:23])[CH2:1][C:4]=2[CH:9]=1. (4) The product is: [CH3:3][O:4][C:5]1[C:6]([CH3:21])=[CH:7][C:8]([C:15]2[N:16]=[CH:17][CH:18]=[CH:19][N:20]=2)=[C:9]([CH:14]=1)[C:10]([OH:12])=[O:11]. Given the reactants [OH-].[Na+].[CH3:3][O:4][C:5]1[C:6]([CH3:21])=[CH:7][C:8]([C:15]2[N:20]=[CH:19][CH:18]=[CH:17][N:16]=2)=[C:9]([CH:14]=1)[C:10]([O:12]C)=[O:11].Cl, predict the reaction product. (5) Given the reactants [CH2:1]([N:8]1[CH2:13][CH2:12][C:11](=O)[CH2:10][CH2:9]1)[C:2]1[CH:7]=[CH:6][CH:5]=[CH:4][CH:3]=1.C([Li])CCC.[CH2:20]([Sn:24](Cl)([CH2:29][CH2:30][CH2:31][CH3:32])[CH2:25][CH2:26][CH2:27][CH3:28])[CH2:21][CH2:22][CH3:23], predict the reaction product. The product is: [CH2:1]([N:8]1[CH2:13][CH:12]=[C:11]([Sn:24]([CH2:25][CH2:26][CH2:27][CH3:28])([CH2:29][CH2:30][CH2:31][CH3:32])[CH2:20][CH2:21][CH2:22][CH3:23])[CH2:10][CH2:9]1)[C:2]1[CH:7]=[CH:6][CH:5]=[CH:4][CH:3]=1.